From a dataset of Forward reaction prediction with 1.9M reactions from USPTO patents (1976-2016). Predict the product of the given reaction. (1) Given the reactants [F:1][C:2]1[C:10]2[NH:9][C:8]3[CH2:11][CH2:12][N:13]([CH3:15])[CH2:14][C:7]=3[C:6]=2[CH:5]=[CH:4][CH:3]=1.[H-].[Na+].[CH3:18][C:19]1([C:22]2[CH:27]=[CH:26][N:25]=[CH:24][CH:23]=2)[CH2:21][O:20]1, predict the reaction product. The product is: [F:1][C:2]1[C:10]2[N:9]([CH2:18][C:19]([C:22]3[CH:27]=[CH:26][N:25]=[CH:24][CH:23]=3)([OH:20])[CH3:21])[C:8]3[CH2:11][CH2:12][N:13]([CH3:15])[CH2:14][C:7]=3[C:6]=2[CH:5]=[CH:4][CH:3]=1. (2) Given the reactants C[O:2]C1C=C2C(=CC=1)NC(=O)/C/2=C/C1C=C2C(C(/C=C/C3C=CC=C[N+]=3[O-])=NN2)=CC=1.[CH3:32][O:33][C:34]1[CH:35]=[C:36]2[C:40](=[CH:41][CH:42]=1)[NH:39][C:38](=[O:43])/[C:37]/2=[CH:44]/[C:45]1[CH:53]=[C:52]2[C:48]([C:49](/[CH:54]=[CH:55]/[C:56]3[CH:61]=[CH:60][N:59]=[CH:58][CH:57]=3)=[N:50][NH:51]2)=[CH:47][CH:46]=1, predict the reaction product. The product is: [CH3:32][O:33][C:34]1[CH:35]=[C:36]2[C:40](=[CH:41][CH:42]=1)[NH:39][C:38](=[O:43])/[C:37]/2=[CH:44]/[C:45]1[CH:53]=[C:52]2[C:48]([C:49](/[CH:54]=[CH:55]/[C:56]3[CH:61]=[CH:60][N+:59]([O-:2])=[CH:58][CH:57]=3)=[N:50][NH:51]2)=[CH:47][CH:46]=1. (3) Given the reactants N1C2=C3N=NC=CC=C3C=CC2=NN=1.C([C:17]1[CH:18]=[CH:19][C:20]2[N:26]3[CH:27]=[N:28][C:29]([C:30]([O:32][CH2:33][CH3:34])=[O:31])=[C:25]3[CH2:24][N:23]=[C:22]([C:35]3[CH:40]=[CH:39][CH:38]=[CH:37][CH:36]=3)[C:21]=2[CH:41]=1)#C.N1C2C=CC=CC=2C=CC=N1.NC1C=CC(Br)=CC=1C(C1C=CC=CC=1[Cl:64])=O.[Br-].C(C1C=CC2N3C(C)=NN=C3CN=C(C3C=CC=CC=3)C=2C=1)#C, predict the reaction product. The product is: [Cl:64][C:17]1[CH:18]=[CH:19][C:20]2[N:26]3[CH:27]=[N:28][C:29]([C:30]([O:32][CH2:33][CH3:34])=[O:31])=[C:25]3[CH2:24][N:23]=[C:22]([C:35]3[CH:40]=[CH:39][CH:38]=[CH:37][CH:36]=3)[C:21]=2[CH:41]=1. (4) Given the reactants [C:1]([C:4]1[C:12]2[O:11][C:10]([C:13]3[CH:32]=[CH:31][C:16]([CH2:17][CH2:18][N:19]([CH3:30])[C:20](=O)OCC4C=CC=CC=4)=[CH:15][CH:14]=3)=[N:9][C:8]=2[CH:7]=[CH:6][CH:5]=1)(=[O:3])[NH2:2].C=O.[H][H], predict the reaction product. The product is: [CH3:30][N:19]([CH3:20])[CH2:18][CH2:17][C:16]1[CH:15]=[CH:14][C:13]([C:10]2[O:11][C:12]3[C:4]([C:1]([NH2:2])=[O:3])=[CH:5][CH:6]=[CH:7][C:8]=3[N:9]=2)=[CH:32][CH:31]=1. (5) Given the reactants F[C:2](F)(F)CC[Mg]Br.[O:9]1[C:13]2[CH:14]=[CH:15][C:16]([C:18](=[O:20])[CH3:19])=[CH:17][C:12]=2[O:11][CH2:10]1, predict the reaction product. The product is: [O:9]1[C:13]2[CH:14]=[CH:15][C:16]([C:18]([OH:20])([CH3:2])[CH3:19])=[CH:17][C:12]=2[O:11][CH2:10]1. (6) Given the reactants [O:1]1[C:5]2[CH:6]=[CH:7][C:8]([OH:10])=[CH:9][C:4]=2[O:3][CH2:2]1.C([Mg]Cl)(C)C.[CH2:16]1[N:27]2[C:28]3[C:20](=[CH:21][C:22](=[O:30])[C:23](=O)[C:24]=3[CH:25]=[CH:26]2)[S:19][CH2:18][CH2:17]1.FC(F)(F)C(O)=O.C([SiH](CC)CC)C, predict the reaction product. The product is: [OH:10][C:8]1[C:7]([CH:23]2[C:22](=[O:30])[CH:21]=[C:20]3[S:19][CH2:18][CH2:17][CH2:16][N:27]4[C:28]3=[C:24]2[CH:25]=[CH:26]4)=[CH:6][C:5]2[O:1][CH2:2][O:3][C:4]=2[CH:9]=1. (7) Given the reactants [CH2:1]([O:3][CH2:4][CH2:5][NH:6][S:7]([C:10]1[C:15]([Cl:16])=[CH:14][CH:13]=[C:12]([N+:17]([O-:19])=[O:18])[C:11]=1Cl)(=[O:9])=[O:8])[CH3:2].[H-].[Na+].[OH2:23], predict the reaction product. The product is: [CH2:1]([O:3][CH2:4][CH2:5][NH:6][S:7]([C:10]1[C:15]([Cl:16])=[CH:14][CH:13]=[C:12]([N+:17]([O-:19])=[O:18])[C:11]=1[OH:23])(=[O:9])=[O:8])[CH3:2]. (8) Given the reactants Cl[C:2]1[S:6][N:5]=[C:4]([C:7]2[CH:12]=[CH:11][C:10]([F:13])=[CH:9][CH:8]=2)[N:3]=1.FC(F)(F)C(O)=O.[O:21]1[C:25]2[CH:26]=[CH:27][CH:28]=[CH:29][C:24]=2[C:23]([NH:30][C:31]([N:33]2[CH2:38][CH2:37][NH:36][CH2:35][CH2:34]2)=[O:32])=[N:22]1.C(N(CC)CC)C.O, predict the reaction product. The product is: [O:21]1[C:25]2[CH:26]=[CH:27][CH:28]=[CH:29][C:24]=2[C:23]([NH:30][C:31]([N:33]2[CH2:38][CH2:37][N:36]([C:2]3[S:6][N:5]=[C:4]([C:7]4[CH:12]=[CH:11][C:10]([F:13])=[CH:9][CH:8]=4)[N:3]=3)[CH2:35][CH2:34]2)=[O:32])=[N:22]1. (9) Given the reactants O=S(Cl)[Cl:3].[NH2:5][CH2:6][C@H:7]([NH:11][C:12]([O:14][CH2:15][C:16]1[CH:21]=[CH:20][CH:19]=[CH:18][CH:17]=1)=[O:13])[C:8]([OH:10])=[O:9].[CH3:22]O, predict the reaction product. The product is: [ClH:3].[NH2:5][CH2:6][C@H:7]([NH:11][C:12]([O:14][CH2:15][C:16]1[CH:21]=[CH:20][CH:19]=[CH:18][CH:17]=1)=[O:13])[C:8]([O:10][CH3:22])=[O:9]. (10) Given the reactants [C:1]([N:8]1[CH2:13][CH2:12][CH:11]([CH2:14][C:15](O)=[O:16])[CH2:10][CH2:9]1)([O:3][C:4]([CH3:7])([CH3:6])[CH3:5])=[O:2].B.C1COCC1.[OH-].[Na+], predict the reaction product. The product is: [C:1]([N:8]1[CH2:13][CH2:12][CH:11]([CH2:14][CH2:15][OH:16])[CH2:10][CH2:9]1)([O:3][C:4]([CH3:7])([CH3:6])[CH3:5])=[O:2].